From a dataset of Forward reaction prediction with 1.9M reactions from USPTO patents (1976-2016). Predict the product of the given reaction. (1) Given the reactants Br[C:2]1[CH:7]=[CH:6][C:5]([C:8]2[CH:13]=[CH:12][C:11]([OH:14])=[CH:10][CH:9]=2)=[CH:4][CH:3]=1.[B:15]1([B:15]2[O:19][C:18]([CH3:21])([CH3:20])[C:17]([CH3:23])([CH3:22])[O:16]2)[O:19][C:18]([CH3:21])([CH3:20])[C:17]([CH3:23])([CH3:22])[O:16]1.C(Cl)Cl.CC([O-])=O.[K+], predict the reaction product. The product is: [CH3:22][C:17]1([CH3:23])[C:18]([CH3:21])([CH3:20])[O:19][B:15]([C:2]2[CH:7]=[CH:6][C:5]([C:8]3[CH:13]=[CH:12][C:11]([OH:14])=[CH:10][CH:9]=3)=[CH:4][CH:3]=2)[O:16]1. (2) The product is: [C:1]1([C:7]([C:12]2[CH:17]=[CH:16][CH:15]=[CH:14][CH:13]=2)([CH3:11])[C:8]([O:10][CH2:39][CH:23]2[CH:28]3[CH2:29][CH2:30][CH:24]2[CH2:25][N:26]([CH2:31][C:32]2[CH:37]=[CH:36][CH:35]=[CH:34][CH:33]=2)[CH2:27]3)=[O:9])[CH:2]=[CH:3][CH:4]=[CH:5][CH:6]=1. Given the reactants [C:1]1([C:7]([C:12]2[CH:17]=[CH:16][CH:15]=[CH:14][CH:13]=2)([CH3:11])[C:8]([OH:10])=[O:9])[CH:6]=[CH:5][CH:4]=[CH:3][CH:2]=1.CS(O[CH:23]1[CH:28]2[CH2:29][CH2:30][CH:24]1[CH2:25][N:26]([CH2:31][C:32]1[CH:37]=[CH:36][CH:35]=[CH:34][CH:33]=1)[CH2:27]2)(=O)=O.N12CCCN=C1CCCC[CH2:39]2, predict the reaction product. (3) Given the reactants FC(F)(F)S(O[C:7]1[CH:12]=[CH:11][C:10]([F:13])=[C:9]([NH:14][CH2:15][CH:16]2[CH2:21][CH2:20][O:19][CH2:18][CH2:17]2)[N:8]=1)(=O)=O.[Cl:24][C:25]1[C:26](B(O)O)=[CH:27][C:28]([F:31])=[N:29][CH:30]=1.C(Cl)Cl.C([O-])([O-])=O.[Na+].[Na+], predict the reaction product. The product is: [Cl:24][C:25]1[C:26]([C:7]2[CH:12]=[CH:11][C:10]([F:13])=[C:9]([NH:14][CH2:15][CH:16]3[CH2:17][CH2:18][O:19][CH2:20][CH2:21]3)[N:8]=2)=[CH:27][C:28]([F:31])=[N:29][CH:30]=1. (4) Given the reactants [CH3:1][O:2][CH2:3][CH2:4][C:5]([NH:7][C:8]1[CH:13]=[CH:12][C:11]([NH:14]C(=O)OC(C)(C)C)=[CH:10][CH:9]=1)=[O:6].C(O)(C(F)(F)F)=O, predict the reaction product. The product is: [NH2:14][C:11]1[CH:12]=[CH:13][C:8]([NH:7][C:5](=[O:6])[CH2:4][CH2:3][O:2][CH3:1])=[CH:9][CH:10]=1. (5) Given the reactants [Cl:1][C:2]1[C:3]([N:8]2[CH:13]3[CH2:14][CH2:15][CH:9]2[CH2:10][NH:11][CH2:12]3)=[N:4][CH:5]=[CH:6][CH:7]=1.[C:16]([C:20]1[CH:25]=[CH:24][C:23]([N:26]=[C:27]=[O:28])=[CH:22][CH:21]=1)([CH3:19])([CH3:18])[CH3:17], predict the reaction product. The product is: [C:16]([C:20]1[CH:25]=[CH:24][C:23]([NH:26][C:27]([N:11]2[CH2:12][CH:13]3[N:8]([C:3]4[C:2]([Cl:1])=[CH:7][CH:6]=[CH:5][N:4]=4)[CH:9]([CH2:15][CH2:14]3)[CH2:10]2)=[O:28])=[CH:22][CH:21]=1)([CH3:19])([CH3:17])[CH3:18].